From a dataset of Reaction yield outcomes from USPTO patents with 853,638 reactions. Predict the reaction yield, written as a fraction of the theoretical maximum amount of product (1.0 means a 100% yield; for example, 0.34 means a 34% yield). (1) The reactants are [Cl:1][C:2]1[CH:12]=[CH:11][CH:10]=[CH:9][C:3]=1[O:4][CH2:5][C:6]([CH3:8])=O.Cl.[NH2:14][OH:15]. The catalyst is [OH-].[Na+].C(O)C. The product is [Cl:1][C:2]1[CH:12]=[CH:11][CH:10]=[CH:9][C:3]=1[O:4][CH2:5][C:6](=[N:14][OH:15])[CH3:8]. The yield is 0.0390. (2) The reactants are Cl.[Cl:2][C:3]1[CH:4]=[CH:5][C:6]([CH3:12])=[C:7]([CH2:9][CH2:10][NH2:11])[CH:8]=1.C(N(CC)CC)C.Cl[C:21]([O:23][C:24]1[CH:29]=[CH:28][C:27]([N+:30]([O-:32])=[O:31])=[CH:26][CH:25]=1)=[O:22]. The catalyst is CN(C=O)C. The product is [Cl:2][C:3]1[CH:4]=[CH:5][C:6]([CH3:12])=[C:7]([CH:8]=1)[CH2:9][CH2:10][NH:11][C:21](=[O:22])[O:23][C:24]1[CH:25]=[CH:26][C:27]([N+:30]([O-:32])=[O:31])=[CH:28][CH:29]=1. The yield is 0.730. (3) The reactants are [CH3:1][O:2][C@H:3]1[C@@H:9]2[O:10][CH2:11][C@@H:12]([OH:13])[C@@H:8]2[O:7][C@@H:4]1[O:5][CH3:6].N1C=CC=CC=1.[CH3:20][S:21](Cl)(=[O:23])=[O:22]. The catalyst is ClCCl. The product is [CH3:1][O:2][C@H:3]1[C@@H:9]2[O:10][CH2:11][C@H:12]([O:13][S:21]([CH3:20])(=[O:23])=[O:22])[C@@H:8]2[O:7][C@@H:4]1[O:5][CH3:6]. The yield is 0.950. (4) The reactants are Cl[CH2:2][C:3]1[N:4]=[C:5]([NH:18][C:19](=[O:28])[C:20]2[C:25]([F:26])=[CH:24][CH:23]=[CH:22][C:21]=2[F:27])[S:6][C:7]=1[C:8]1[CH:13]=[CH:12][CH:11]=[C:10]([C:14]([F:17])([F:16])[F:15])[CH:9]=1.[NH:29]([CH3:31])[CH3:30].CCN(CC)CC. The yield is 0.840. The product is [CH3:30][N:29]([CH2:2][C:3]1[N:4]=[C:5]([NH:18][C:19](=[O:28])[C:20]2[C:25]([F:26])=[CH:24][CH:23]=[CH:22][C:21]=2[F:27])[S:6][C:7]=1[C:8]1[CH:13]=[CH:12][CH:11]=[C:10]([C:14]([F:17])([F:16])[F:15])[CH:9]=1)[CH3:31]. The catalyst is C1COCC1. (5) The reactants are O.[OH-].[Li+].C[O:5][C:6]([C:8]1[N:12]=[C:11]([C:13]2[CH:18]=[CH:17][C:16]([C:19]#[N:20])=[CH:15][N:14]=2)[N:10]([C:21]2[CH:22]=[N:23][C:24]([O:27][CH3:28])=[CH:25][CH:26]=2)[N:9]=1)=[O:7].O.Cl. The catalyst is O1CCCC1. The product is [C:19]([C:16]1[CH:17]=[CH:18][C:13]([C:11]2[N:10]([C:21]3[CH:22]=[N:23][C:24]([O:27][CH3:28])=[CH:25][CH:26]=3)[N:9]=[C:8]([C:6]([OH:7])=[O:5])[N:12]=2)=[N:14][CH:15]=1)#[N:20]. The yield is 0.950. (6) The reactants are C[Al](C)C.C1(C)C=CC=CC=1.Cl.[CH3:13][NH:14][CH3:15].[S:16]1[CH:20]=[CH:19][CH:18]=[C:17]1[C:21]1[NH:25][CH:24]=[C:23]([CH2:26][CH2:27][C:28]([O:30]CC)=O)[CH:22]=1. The catalyst is C1C=CC=CC=1. The product is [CH3:13][N:14]([CH3:15])[C:28](=[O:30])[CH2:27][CH2:26][C:23]1[CH:22]=[C:21]([C:17]2[S:16][CH:20]=[CH:19][CH:18]=2)[NH:25][CH:24]=1. The yield is 0.960. (7) The reactants are [CH:1]([C@@H:14]1[CH2:19][CH:18]=[CH:17][CH2:16][O:15]1)([C:8]1[CH:13]=[CH:12][CH:11]=[CH:10][CH:9]=1)[C:2]1[CH:7]=[CH:6][CH:5]=[CH:4][CH:3]=1.C1C=C(Cl)C=C(C(OO)=[O:28])C=1.[O-]S([O-])=O.[Na+].[Na+]. The catalyst is C(Cl)Cl. The product is [CH:1]([C@@H:14]1[CH2:19][C@@H:18]2[C@@H:17]([O:28]2)[CH2:16][O:15]1)([C:8]1[CH:9]=[CH:10][CH:11]=[CH:12][CH:13]=1)[C:2]1[CH:7]=[CH:6][CH:5]=[CH:4][CH:3]=1. The yield is 0.503. (8) The reactants are [Cl:1][C:2]1[N:7]=[CH:6][C:5]([CH2:8][OH:9])=[C:4]([NH:10][CH2:11][CH3:12])[CH:3]=1. The catalyst is C(Cl)Cl.O=[Mn]=O. The product is [Cl:1][C:2]1[CH:3]=[C:4]([NH:10][CH2:11][CH3:12])[C:5]([CH:8]=[O:9])=[CH:6][N:7]=1. The yield is 0.890.